Dataset: Forward reaction prediction with 1.9M reactions from USPTO patents (1976-2016). Task: Predict the product of the given reaction. (1) Given the reactants [Mn]([O-])(=O)(=O)=[O:2].[K+].[CH3:7][CH:8]1[CH2:13][CH2:12][CH2:11][CH:10]([CH3:14])[C:9]1=[O:15].[OH2:16], predict the reaction product. The product is: [CH3:7][CH:8]([CH2:13][CH2:12][CH2:11][C:10](=[O:2])[CH3:14])[C:9]([OH:15])=[O:16]. (2) Given the reactants F[C:2]1[CH:7]=[CH:6][C:5]([S:8]([NH2:11])(=[O:10])=[O:9])=[CH:4][C:3]=1[S:12]([C:15]([F:18])([F:17])[F:16])(=[O:14])=[O:13].CC[N:21]([CH:25]([CH3:27])[CH3:26])C(C)C.[C:28]([O:31][CH2:32]C)(=[O:30])C, predict the reaction product. The product is: [C:5]1([S:8][CH2:27][C@H:25]([NH:21][C:2]2[CH:7]=[CH:6][C:5]([S:8](=[O:10])(=[O:9])[NH2:11])=[CH:4][C:3]=2[S:12]([C:15]([F:18])([F:17])[F:16])(=[O:14])=[O:13])[CH2:26][C:28]([O:31][CH3:32])=[O:30])[CH:6]=[CH:7][CH:2]=[CH:3][CH:4]=1. (3) Given the reactants [Si:1]([O:8][C@H:9]([CH2:19][CH:20]([C:22]1[CH:27]=[CH:26][CH:25]=[C:24]([F:28])[CH:23]=1)O)[CH2:10][NH:11][C:12](=[O:18])[O:13][C:14]([CH3:17])([CH3:16])[CH3:15])([C:4]([CH3:7])([CH3:6])[CH3:5])([CH3:3])[CH3:2].CS(Cl)(=O)=O.O, predict the reaction product. The product is: [Si:1]([O:8][C@H:9]1[CH2:10][N:11]([C:12]([O:13][C:14]([CH3:17])([CH3:16])[CH3:15])=[O:18])[CH:20]([C:22]2[CH:27]=[CH:26][CH:25]=[C:24]([F:28])[CH:23]=2)[CH2:19]1)([C:4]([CH3:7])([CH3:6])[CH3:5])([CH3:3])[CH3:2]. (4) Given the reactants [Br:1][C:2]1[C:3](=[O:17])[O:4][C:5]2[C:10]([C:11]=1[CH2:12]Cl)=[CH:9][C:8]([Br:14])=[C:7]([OH:15])[C:6]=2[Br:16].ClC1C=C2C(=CC=1O)[O:25][C:24](=[O:30])[CH:23]=C2CCl, predict the reaction product. The product is: [C:24]([O:30][CH2:12][C:11]1[C:10]2[C:5](=[C:6]([Br:16])[C:7]([OH:15])=[C:8]([Br:14])[CH:9]=2)[O:4][C:3](=[O:17])[C:2]=1[Br:1])(=[O:25])[CH3:23]. (5) The product is: [CH:1]1([CH2:6][CH:7]([C:11]2[CH:16]=[CH:15][C:14]([S:17]([CH3:20])(=[O:19])=[O:18])=[CH:13][CH:12]=2)[C:8]([NH:21][C:22]2[S:23][C:24]([N:27]3[CH2:32][CH2:31][N:30]([CH3:33])[CH2:29][CH2:28]3)=[CH:25][N:26]=2)=[O:10])[CH2:2][CH2:3][CH2:4][CH2:5]1. Given the reactants [CH:1]1([CH2:6][CH:7]([C:11]2[CH:16]=[CH:15][C:14]([S:17]([CH3:20])(=[O:19])=[O:18])=[CH:13][CH:12]=2)[C:8]([OH:10])=O)[CH2:5][CH2:4][CH2:3][CH2:2]1.[NH2:21][C:22]1[S:23][C:24]([N:27]2[CH2:32][CH2:31][N:30]([CH3:33])[CH2:29][CH2:28]2)=[CH:25][N:26]=1, predict the reaction product. (6) Given the reactants CO[C:3]([C:5]1[CH:6]=[CH:7][CH:8]=[C:9]2[C:14]=1[N:13]=[CH:12][N:11]=[C:10]2[NH:15][C@@H:16]([C:21]1[CH:26]=[CH:25][CH:24]=[CH:23][CH:22]=1)[CH2:17][N:18]=[N+:19]=[N-:20])=[O:4].[OH-].[NH4+:28], predict the reaction product. The product is: [N:18]([CH2:17][C@@H:16]([NH:15][C:10]1[C:9]2[C:14](=[C:5]([C:3]([NH2:28])=[O:4])[CH:6]=[CH:7][CH:8]=2)[N:13]=[CH:12][N:11]=1)[C:21]1[CH:22]=[CH:23][CH:24]=[CH:25][CH:26]=1)=[N+:19]=[N-:20].